This data is from Forward reaction prediction with 1.9M reactions from USPTO patents (1976-2016). The task is: Predict the product of the given reaction. (1) Given the reactants [CH2:1]([O:8][CH:9]1[CH2:13][CH2:12][N:11]([C:14]2[CH:24]=[CH:23][C:17]([C:18]([O:20]CC)=[O:19])=[CH:16][CH:15]=2)[CH2:10]1)[C:2]1[CH:7]=[CH:6][CH:5]=[CH:4][CH:3]=1.[Li+].[OH-].[OH-].[Na+], predict the reaction product. The product is: [CH2:1]([O:8][CH:9]1[CH2:13][CH2:12][N:11]([C:14]2[CH:15]=[CH:16][C:17]([C:18]([OH:20])=[O:19])=[CH:23][CH:24]=2)[CH2:10]1)[C:2]1[CH:3]=[CH:4][CH:5]=[CH:6][CH:7]=1. (2) Given the reactants [Cl:1][C:2]1[CH:3]=[C:4]([NH:9][C@H:10]([C:12](OC)=[O:13])[CH3:11])[CH:5]=[CH:6][C:7]=1[F:8].CC(C[AlH]CC(C)C)C.[NH4+].[Cl-].[O-]S([O-])(=O)=O.[Mg+2], predict the reaction product. The product is: [Cl:1][C:2]1[CH:3]=[C:4]([NH:9][CH:10]([CH3:11])[CH2:12][OH:13])[CH:5]=[CH:6][C:7]=1[F:8]. (3) Given the reactants [Cl:1][C:2]1[CH:3]=[C:4]2[C:9](=[CH:10][CH:11]=1)[N:8]=[CH:7][C:6]([N+:12]([O-:14])=[O:13])=[C:5]2O.O=P(Cl)(Cl)[Cl:18], predict the reaction product. The product is: [Cl:18][C:5]1[C:4]2[C:9](=[CH:10][CH:11]=[C:2]([Cl:1])[CH:3]=2)[N:8]=[CH:7][C:6]=1[N+:12]([O-:14])=[O:13]. (4) Given the reactants [C@@H:1]12[O:8][C@@H:5]([CH2:6][CH2:7]1)[CH2:4][N:3]([C:9]1[CH:10]=[C:11]([NH:15][C:16]3[C:17]4[N:34]=[CH:33][S:32][C:18]=4[N:19]=[C:20]([C:22]4[CH:23]=[C:24]([CH:29]=[CH:30][CH:31]=4)[C:25]([O:27]C)=[O:26])[N:21]=3)[CH:12]=[CH:13][CH:14]=1)[CH2:2]2.[OH-].[Na+], predict the reaction product. The product is: [C@@H:5]12[O:8][C@@H:1]([CH2:7][CH2:6]1)[CH2:2][N:3]([C:9]1[CH:10]=[C:11]([NH:15][C:16]3[C:17]4[N:34]=[CH:33][S:32][C:18]=4[N:19]=[C:20]([C:22]4[CH:23]=[C:24]([CH:29]=[CH:30][CH:31]=4)[C:25]([OH:27])=[O:26])[N:21]=3)[CH:12]=[CH:13][CH:14]=1)[CH2:4]2. (5) Given the reactants [CH2:1]([C@@H:8]1[CH2:12][O:11][C:10](=[O:13])[NH:9]1)[C:2]1[CH:7]=[CH:6][CH:5]=[CH:4][CH:3]=1.C([Li])CCC.[C:19](Cl)(=[O:24])[CH2:20][CH2:21][CH:22]=[CH2:23], predict the reaction product. The product is: [CH2:1]([C@@H:8]1[CH2:12][O:11][C:10](=[O:13])[N:9]1[C:19](=[O:24])[CH2:20][CH2:21][CH:22]=[CH2:23])[C:2]1[CH:3]=[CH:4][CH:5]=[CH:6][CH:7]=1. (6) Given the reactants [BH4-].[Na+].[Cl:3][C:4]1[CH:5]=[C:6]([C:12]2[CH:16]=[CH:15][N:14]([CH2:17][C@@H:18]([NH:20][C:21]([C:23]3[N:24]=[CH:25][N:26]([CH2:28][CH2:29][C:30](=[O:32])[CH3:31])[CH:27]=3)=[O:22])[CH3:19])[N:13]=2)[CH:7]=[CH:8][C:9]=1[C:10]#[N:11].O, predict the reaction product. The product is: [Cl:3][C:4]1[CH:5]=[C:6]([C:12]2[CH:16]=[CH:15][N:14]([CH2:17][C@@H:18]([NH:20][C:21]([C:23]3[N:24]=[CH:25][N:26]([CH2:28][CH2:29][CH:30]([OH:32])[CH3:31])[CH:27]=3)=[O:22])[CH3:19])[N:13]=2)[CH:7]=[CH:8][C:9]=1[C:10]#[N:11]. (7) Given the reactants [C:1]1([C:7]2[C:15]3[C:10](=[CH:11][CH:12]=[CH:13][CH:14]=3)[N:9]([S:16]([C:19]3[CH:24]=[CH:23][C:22]([CH3:25])=[CH:21][CH:20]=3)(=[O:18])=[O:17])[C:8]=2[CH:26]([NH2:28])[CH3:27])[CH:6]=[CH:5][CH:4]=[CH:3][CH:2]=1.Cl[C:30]1[N:38]=[CH:37][N:36]=[C:35]2[C:31]=1[N:32]=[CH:33][NH:34]2.CCN(C(C)C)C(C)C, predict the reaction product. The product is: [C:1]1([C:7]2[C:15]3[C:10](=[CH:11][CH:12]=[CH:13][CH:14]=3)[N:9]([S:16]([C:19]3[CH:20]=[CH:21][C:22]([CH3:25])=[CH:23][CH:24]=3)(=[O:17])=[O:18])[C:8]=2[CH:26]([NH:28][C:30]2[N:38]=[CH:37][N:36]=[C:35]3[C:31]=2[N:32]=[CH:33][NH:34]3)[CH3:27])[CH:2]=[CH:3][CH:4]=[CH:5][CH:6]=1. (8) Given the reactants [CH2:1]([O:3][C:4]([C:6]1[N:7]([CH2:18][CH3:19])[C:8]2[C:13]([CH:14]=1)=[CH:12][C:11]([N+:15]([O-])=O)=[CH:10][CH:9]=2)=[O:5])[CH3:2].C([O-])=O.[NH4+], predict the reaction product. The product is: [CH2:1]([O:3][C:4]([C:6]1[N:7]([CH2:18][CH3:19])[C:8]2[C:13]([CH:14]=1)=[CH:12][C:11]([NH2:15])=[CH:10][CH:9]=2)=[O:5])[CH3:2].